From a dataset of NCI-60 drug combinations with 297,098 pairs across 59 cell lines. Regression. Given two drug SMILES strings and cell line genomic features, predict the synergy score measuring deviation from expected non-interaction effect. Drug 1: C1=CC(=CC=C1CCCC(=O)O)N(CCCl)CCCl. Drug 2: C(CN)CNCCSP(=O)(O)O. Cell line: MCF7. Synergy scores: CSS=16.7, Synergy_ZIP=-3.03, Synergy_Bliss=4.70, Synergy_Loewe=-7.54, Synergy_HSA=1.51.